From a dataset of Full USPTO retrosynthesis dataset with 1.9M reactions from patents (1976-2016). Predict the reactants needed to synthesize the given product. (1) Given the product [CH3:1][CH:2]([CH2:17][CH2:18][CH2:19][CH:20]([CH3:32])[CH2:21][CH2:22][CH2:23][CH:24]([CH3:31])[CH2:25][CH2:26][CH2:27][CH:28]([CH3:30])[CH3:29])[CH2:3][CH2:4][CH2:5][C:6]([O:8][CH2:9][C:10]([CH2:13][OH:14])([CH2:11][OH:12])[CH2:15][OH:16])=[O:7].[OH2:7], predict the reactants needed to synthesize it. The reactants are: [CH3:1][CH:2]([CH2:17][CH2:18][CH2:19][CH:20]([CH3:32])[CH2:21][CH2:22][CH2:23][CH:24]([CH3:31])[CH2:25][CH2:26][CH2:27][CH:28]([CH3:30])[CH3:29])[CH2:3][CH2:4][CH2:5][C:6]([O:8][CH2:9][C:10]([CH2:15][OH:16])([CH2:13][OH:14])[CH2:11][OH:12])=[O:7]. (2) Given the product [CH3:1][C:2]1[CH:3]=[C:4]([CH:11]=[CH:12][CH:13]=1)[CH2:5][C@@H:6]([C:8]([OH:10])=[O:9])[NH:7][C:27](=[O:28])[CH:26]([C:20]1[CH:25]=[CH:24][CH:23]=[CH:22][CH:21]=1)[C:30]1[CH:35]=[CH:34][CH:33]=[CH:32][CH:31]=1, predict the reactants needed to synthesize it. The reactants are: [CH3:1][C:2]1[CH:3]=[C:4]([CH:11]=[CH:12][CH:13]=1)[CH2:5][C@@H:6]([C:8]([OH:10])=[O:9])[NH2:7].C([O-])([O-])=O.[Na+].[Na+].[C:20]1([CH:26]([C:30]2[CH:35]=[CH:34][CH:33]=[CH:32][CH:31]=2)[C:27](Cl)=[O:28])[CH:25]=[CH:24][CH:23]=[CH:22][CH:21]=1. (3) The reactants are: [O:1]1[CH2:6][CH2:5][N:4]([C:7]2[CH:12]=[CH:11][C:10]([C:13]3[NH:14][C:15]4[CH:21]=[C:20]([NH2:22])[CH:19]=[CH:18][C:16]=4[N:17]=3)=[CH:9][CH:8]=2)[CH2:3][CH2:2]1.[C:23]([C:25]1[CH:30]=[CH:29][C:28]([C:31]2[NH:32][C:33]3[CH:39]=[C:38]([C:40]([O-])=[O:41])[CH:37]=[CH:36][C:34]=3[N:35]=2)=[CH:27][CH:26]=1)#[N:24]. Given the product [C:23]([C:25]1[CH:26]=[CH:27][C:28]([C:31]2[NH:32][C:33]3[CH:39]=[C:38]([C:40]([NH:22][C:20]4[CH:19]=[CH:18][C:16]5[NH:17][C:13]([C:10]6[CH:11]=[CH:12][C:7]([N:4]7[CH2:5][CH2:6][O:1][CH2:2][CH2:3]7)=[CH:8][CH:9]=6)=[N:14][C:15]=5[CH:21]=4)=[O:41])[CH:37]=[CH:36][C:34]=3[N:35]=2)=[CH:29][CH:30]=1)#[N:24], predict the reactants needed to synthesize it. (4) Given the product [CH3:11][CH:10]([CH3:12])[C@@H:9]([NH:8][C:2]1[CH:3]=[N:4][CH:5]=[CH:6][CH:7]=1)[C:13]([OH:15])=[O:14], predict the reactants needed to synthesize it. The reactants are: I[C:2]1[CH:3]=[N:4][CH:5]=[CH:6][CH:7]=1.[NH2:8][C@@H:9]([C:13]([OH:15])=[O:14])[CH:10]([CH3:12])[CH3:11].CN(CCO)C.[O-]P([O-])([O-])=O.[K+].[K+].[K+].CO.O.C(O)(C(F)(F)F)=O.